Dataset: Peptide-MHC class II binding affinity with 134,281 pairs from IEDB. Task: Regression. Given a peptide amino acid sequence and an MHC pseudo amino acid sequence, predict their binding affinity value. This is MHC class II binding data. (1) The peptide sequence is VIGLYGNGILVGDNS. The MHC is DRB1_0801 with pseudo-sequence DRB1_0801. The binding affinity (normalized) is 0. (2) The peptide sequence is QIDAFIANAGATADS. The MHC is DRB1_0101 with pseudo-sequence DRB1_0101. The binding affinity (normalized) is 0.950.